Dataset: Catalyst prediction with 721,799 reactions and 888 catalyst types from USPTO. Task: Predict which catalyst facilitates the given reaction. (1) Reactant: S1(CCCC1)(=O)=O.[F:8][C@@H:9]1[CH2:13][NH:12][CH2:11][C@H:10]1[NH:14][C:15](=[O:22])[CH2:16][CH2:17]S(C)(=O)=O.F[C:24]1[N:32]=[C:31]2[C:27]([N:28]=[CH:29][N:30]2[CH3:33])=[C:26]([NH:34][C:35]2[C:36]([O:41][CH3:42])=[N:37][N:38]([CH3:40])[CH:39]=2)[N:25]=1.C(N(CC)C(C)C)(C)C.[OH-].[K+]. Product: [F:8][C@@H:9]1[CH2:13][N:12]([C:24]2[N:32]=[C:31]3[C:27]([N:28]=[CH:29][N:30]3[CH3:33])=[C:26]([NH:34][C:35]3[C:36]([O:41][CH3:42])=[N:37][N:38]([CH3:40])[CH:39]=3)[N:25]=2)[CH2:11][C@H:10]1[NH:14][C:15](=[O:22])[CH:16]=[CH2:17]. The catalyst class is: 6. (2) Reactant: [C:1]1([C:20]2[CH:25]=[CH:24][CH:23]=[CH:22][CH:21]=2)[CH:6]=[CH:5][C:4]([CH2:7][N:8]2[C:16]3[C:11](=[CH:12][CH:13]=[CH:14][C:15]=3[C:17](O)=[O:18])[CH:10]=[CH:9]2)=[CH:3][CH:2]=1.Cl.[NH2:27][C@H:28]([C:30]1[CH:39]=[CH:38][C:33]([C:34]([O:36][CH3:37])=[O:35])=[CH:32][CH:31]=1)[CH3:29].CN(C(ON1N=NC2C=CC=NC1=2)=[N+](C)C)C.F[P-](F)(F)(F)(F)F.C(N(C(C)C)CC)(C)C.C(O)(=O)CC(CC(O)=O)(C(O)=O)O. Product: [C:1]1([C:20]2[CH:21]=[CH:22][CH:23]=[CH:24][CH:25]=2)[CH:6]=[CH:5][C:4]([CH2:7][N:8]2[C:16]3[C:11](=[CH:12][CH:13]=[CH:14][C:15]=3[C:17]([NH:27][C@H:28]([C:30]3[CH:39]=[CH:38][C:33]([C:34]([O:36][CH3:37])=[O:35])=[CH:32][CH:31]=3)[CH3:29])=[O:18])[CH:10]=[CH:9]2)=[CH:3][CH:2]=1. The catalyst class is: 3. (3) Reactant: O.[CH2:2]([O:4][C:5](=[O:15])[CH2:6][CH2:7][CH2:8][CH2:9][C:10]([O:12][CH2:13][CH3:14])=[O:11])[CH3:3].CC[O-].[Na+].[C:20]1([C:26]2[CH:33]=[CH:32][CH:31]=[CH:30][C:27]=2[CH2:28]Br)[CH:25]=[CH:24][CH:23]=[CH:22][CH:21]=1. Product: [CH2:2]([O:4][C:5](=[O:15])[CH:6]([CH2:28][C:27]1[CH:30]=[CH:31][CH:32]=[CH:33][C:26]=1[C:20]1[CH:25]=[CH:24][CH:23]=[CH:22][CH:21]=1)[CH2:7][CH2:8][CH2:9][C:10]([O:12][CH2:13][CH3:14])=[O:11])[CH3:3]. The catalyst class is: 1. (4) Reactant: [CH3:1][O:2][C:3]1[CH:4]=[C:5]([N:12]2[CH2:17][CH2:16][CH:15]([N:18]3[CH2:23][CH2:22][NH:21][CH2:20][CH2:19]3)[CH2:14][CH2:13]2)[CH:6]=[CH:7][C:8]=1[N+:9]([O-:11])=[O:10].[CH3:24][S:25](Cl)(=[O:27])=[O:26].C(N(CC)CC)C. Product: [CH3:1][O:2][C:3]1[CH:4]=[C:5]([N:12]2[CH2:13][CH2:14][CH:15]([N:18]3[CH2:19][CH2:20][N:21]([S:25]([CH3:24])(=[O:27])=[O:26])[CH2:22][CH2:23]3)[CH2:16][CH2:17]2)[CH:6]=[CH:7][C:8]=1[N+:9]([O-:11])=[O:10]. The catalyst class is: 4. (5) Reactant: [CH2:1]([C@:4]([NH:22][C:23]([O:25][C:26]([CH3:29])([CH3:28])[CH3:27])=[O:24])([CH2:9][CH2:10][CH2:11][CH2:12][B:13]1[O:17][C:16]([CH3:19])([CH3:18])[C:15]([CH3:21])([CH3:20])[O:14]1)[C:5]([O:7][CH3:8])=[O:6])[CH:2]=C.[O:30]=[O+][O-].C1(P(C2C=CC=CC=2)C2C=CC=CC=2)C=CC=CC=1. Product: [C:26]([O:25][C:23]([NH:22][C@@:4]([CH2:1][CH:2]=[O:30])([CH2:9][CH2:10][CH2:11][CH2:12][B:13]1[O:14][C:15]([CH3:20])([CH3:21])[C:16]([CH3:18])([CH3:19])[O:17]1)[C:5]([O:7][CH3:8])=[O:6])=[O:24])([CH3:29])([CH3:28])[CH3:27]. The catalyst class is: 4. (6) Reactant: [CH3:1][O:2][C:3]1[CH:8]=[CH:7][CH:6]=[CH:5][C:4]=1[S:9]([N:12]([CH3:31])[C:13]1[CH:14]=[CH:15][CH:16]=[C:17]2[C:21]=1[NH:20][C:19]([C:22]1[S:23][CH:24]([CH2:27][C:28](O)=[O:29])[CH2:25][N:26]=1)=[CH:18]2)(=[O:11])=[O:10].N[N:33]1[CH:37]=[N:36][CH:35]=[N:34]1.[N:38]1(O)C2C=CC=CC=2N=N1.Cl.CN(C)CCCN=C=NCC. Product: [CH3:1][O:2][C:3]1[CH:8]=[CH:7][CH:6]=[CH:5][C:4]=1[S:9]([N:12]([CH3:31])[C:13]1[CH:14]=[CH:15][CH:16]=[C:17]2[C:21]=1[NH:20][C:19]([C:22]1[S:23][CH:24]([CH2:27][C:28]([NH:38][C:35]3[NH:36][CH:37]=[N:33][N:34]=3)=[O:29])[CH2:25][N:26]=1)=[CH:18]2)(=[O:10])=[O:11]. The catalyst class is: 434. (7) Reactant: [Br:1][C:2]1[CH:7]=[CH:6][C:5]([OH:8])=[C:4]([O:9][CH2:10][CH:11]2[CH2:13][CH2:12]2)[C:3]=1[I:14].[OH-].[Na+].Cl[CH:18]([F:20])[F:19].Cl. Product: [Br:1][C:2]1[CH:7]=[CH:6][C:5]([O:8][CH:18]([F:20])[F:19])=[C:4]([O:9][CH2:10][CH:11]2[CH2:13][CH2:12]2)[C:3]=1[I:14]. The catalyst class is: 596. (8) Reactant: [CH3:1][CH:2]([CH3:36])[CH2:3][C@@H:4]([C:10](=[O:35])[NH:11][CH:12]([C:25]([O:27]CC1C=CC=CC=1)=[O:26])[C:13]1[CH:18]=[CH:17][C:16]([C:19]2[CH:24]=[CH:23][CH:22]=[CH:21][CH:20]=2)=[CH:15][CH:14]=1)[CH2:5][C:6]([O:8][CH3:9])=[O:7].O1CCCC1. Product: [CH3:9][O:8][C:6]([CH2:5][C@@H:4]([CH2:3][CH:2]([CH3:36])[CH3:1])[C:10]([NH:11][CH:12]([C:13]1[CH:14]=[CH:15][C:16]([C:19]2[CH:24]=[CH:23][CH:22]=[CH:21][CH:20]=2)=[CH:17][CH:18]=1)[C:25]([OH:27])=[O:26])=[O:35])=[O:7]. The catalyst class is: 43. (9) Reactant: C1(OC2C=CC=CC=2)C=CC=CC=1.[NH2:14][C:15]1[C:20](C(O)=O)=[C:19]([CH3:24])[N:18]=[C:17]2[S:25][C:26]([Br:35])=[C:27]([C:28]3[CH:33]=[CH:32][CH:31]=[C:30]([Br:34])[CH:29]=3)[C:16]=12. Product: [Br:35][C:26]1[S:25][C:17]2[N:18]=[C:19]([CH3:24])[CH:20]=[C:15]([NH2:14])[C:16]=2[C:27]=1[C:28]1[CH:33]=[CH:32][CH:31]=[C:30]([Br:34])[CH:29]=1. The catalyst class is: 2.